This data is from Choline transporter screen with 302,306 compounds. The task is: Binary Classification. Given a drug SMILES string, predict its activity (active/inactive) in a high-throughput screening assay against a specified biological target. (1) The compound is Brc1ccc(cc1)C(=O)N\N=C\c1cc([N+]([O-])=O)ccc1. The result is 0 (inactive). (2) The compound is S=C(NCC1OCCC1)Nc1cc(cc(c1)C)C. The result is 0 (inactive). (3) The drug is O(c1n(c2c(n(c(=O)n(c2=O)C)C)n1)C)CCCN(C)C. The result is 0 (inactive). (4) The result is 1 (active). The molecule is Clc1ccc(C(=O)CN2CCCC2=N)cc1. (5) The compound is Clc1cc(N(S(=O)(=O)c2ccc(cc2)C)CC(=O)NC2CC2)ccc1C. The result is 0 (inactive). (6) The compound is O=C(CCC(=O)Nc1cccnc1)c1ccc(OC)cc1. The result is 0 (inactive). (7) The drug is s1c(N\N=C2\C3(C(C(CC3)C2)(C)C)C)nc(c1C(=O)C)C. The result is 0 (inactive).